Dataset: NCI-60 drug combinations with 297,098 pairs across 59 cell lines. Task: Regression. Given two drug SMILES strings and cell line genomic features, predict the synergy score measuring deviation from expected non-interaction effect. (1) Drug 1: C1=NC2=C(N=C(N=C2N1C3C(C(C(O3)CO)O)O)F)N. Synergy scores: CSS=11.4, Synergy_ZIP=-1.49, Synergy_Bliss=1.90, Synergy_Loewe=-3.74, Synergy_HSA=0.615. Drug 2: CC1CCC2CC(C(=CC=CC=CC(CC(C(=O)C(C(C(=CC(C(=O)CC(OC(=O)C3CCCCN3C(=O)C(=O)C1(O2)O)C(C)CC4CCC(C(C4)OC)OCCO)C)C)O)OC)C)C)C)OC. Cell line: OVCAR-4. (2) Drug 1: COC1=C(C=C2C(=C1)N=CN=C2NC3=CC(=C(C=C3)F)Cl)OCCCN4CCOCC4. Drug 2: CC12CCC3C(C1CCC2OP(=O)(O)O)CCC4=C3C=CC(=C4)OC(=O)N(CCCl)CCCl.[Na+]. Cell line: NCI-H460. Synergy scores: CSS=25.3, Synergy_ZIP=-5.90, Synergy_Bliss=-1.27, Synergy_Loewe=-15.4, Synergy_HSA=0.477.